Dataset: Reaction yield outcomes from USPTO patents with 853,638 reactions. Task: Predict the reaction yield, written as a fraction of the theoretical maximum amount of product (1.0 means a 100% yield; for example, 0.34 means a 34% yield). The reactants are Br[C:2]1[S:6][C:5]([S:7]([NH:10][C:11]2[CH:16]=[CH:15][CH:14]=[C:13]([C:17]3[NH:21][N:20]=[N:19][N:18]=3)[CH:12]=2)(=[O:9])=[O:8])=[CH:4][CH:3]=1.[Cl:22][C:23]1[CH:24]=[C:25](B(O)O)[CH:26]=[CH:27][CH:28]=1. No catalyst specified. The product is [Cl:22][C:23]1[CH:28]=[C:27]([C:2]2[S:6][C:5]([S:7]([NH:10][C:11]3[CH:16]=[CH:15][CH:14]=[C:13]([C:17]4[NH:21][N:20]=[N:19][N:18]=4)[CH:12]=3)(=[O:9])=[O:8])=[CH:4][CH:3]=2)[CH:26]=[CH:25][CH:24]=1. The yield is 0.260.